From a dataset of Reaction yield outcomes from USPTO patents with 853,638 reactions. Predict the reaction yield, written as a fraction of the theoretical maximum amount of product (1.0 means a 100% yield; for example, 0.34 means a 34% yield). (1) The reactants are C(O[C:9]1[C:14](=O)[C:13]([CH:16]([OH:21])[C:17]([F:20])([F:19])[F:18])=[CH:12][NH:11][C:10]=1[CH3:22])C1C=CC=CC=1.[C:23](#N)C.[C:26](=[O:29])([O-])[O-].[K+].[K+].CI. The catalyst is ClCCl. The product is [CH3:23][N:11]1[CH:12]=[C:13]([CH:16]([OH:21])[C:17]([F:18])([F:19])[F:20])[C:26](=[O:29])[C:9]([CH3:14])=[C:10]1[CH3:22]. The yield is 0.700. (2) The reactants are CC(C)([O-])C.[Na+].[CH2:7]([C:10]1[CH:15]=[CH:14][C:13](Br)=[CH:12][CH:11]=1)[CH:8]=[CH2:9].[NH2:17][C:18]1[CH:23]=[CH:22][CH:21]=[CH:20][CH:19]=1. The catalyst is C1C=CC(/C=C/C(/C=C/C2C=CC=CC=2)=O)=CC=1.C1C=CC(/C=C/C(/C=C/C2C=CC=CC=2)=O)=CC=1.C1C=CC(/C=C/C(/C=C/C2C=CC=CC=2)=O)=CC=1.[Pd].[Pd].C(P(C(C)(C)C)C(C)(C)C)(C)(C)C. The product is [CH2:7]([C:10]1[CH:15]=[CH:14][C:13]([NH:17][C:18]2[CH:23]=[CH:22][CH:21]=[CH:20][CH:19]=2)=[CH:12][CH:11]=1)[CH:8]=[CH2:9]. The yield is 0.820. (3) The reactants are [CH3:1][O:2][C:3]([C@@H:5]1[C@@H:10]2[CH2:11][C@@H:7]([CH:8]=[CH:9]2)[C@@H:6]1C(O)=O)=[O:4].C([N:17](CC)CC)C.Cl[C:23]([O:25][CH2:26][CH3:27])=[O:24].[N-]=[N+]=[N-].[Na+].[CH2:32](O)[C:33]1C=C[CH:36]=[CH:35][CH:34]=1. The catalyst is O1CCCC1.O.C1C=CC=CC=1.ClCCl. The product is [CH2:26]([O:25][C:23]([NH:17][C@H:6]1[C@H:7]2[CH2:11][C@H:10]([CH:9]=[CH:8]2)[C@H:5]1[C:3]([O:2][CH3:1])=[O:4])=[O:24])[C:27]1[CH:36]=[CH:35][CH:34]=[CH:33][CH:32]=1. The yield is 0.770. (4) The reactants are [F:1][C:2]1[CH:3]=[C:4](I)[CH:5]=[CH:6][CH:7]=1.[CH:9]1([NH2:13])[CH2:12][CH2:11][CH2:10]1.CC(C)([O-])C.[Na+]. The catalyst is C1(C)C=CC=CC=1.C1C=CC(/C=C/C(/C=C/C2C=CC=CC=2)=O)=CC=1.C1C=CC(/C=C/C(/C=C/C2C=CC=CC=2)=O)=CC=1.C1C=CC(/C=C/C(/C=C/C2C=CC=CC=2)=O)=CC=1.[Pd].[Pd].CC1(C)C2C(=C(P(C3C=CC=CC=3)C3C=CC=CC=3)C=CC=2)OC2C(P(C3C=CC=CC=3)C3C=CC=CC=3)=CC=CC1=2. The product is [CH:9]1([NH:13][C:4]2[CH:5]=[CH:6][CH:7]=[C:2]([F:1])[CH:3]=2)[CH2:12][CH2:11][CH2:10]1. The yield is 0.710. (5) The reactants are [CH:1]([C:4]1[CH:9]=[CH:8][C:7]([CH:10]2[C:14]3[C:15]([CH3:32])=[C:16]([NH:21][C:22](=O)[C:23]4[CH:28]=[CH:27][C:26]([O:29][CH3:30])=[CH:25][CH:24]=4)[C:17]([CH3:20])=[C:18]([CH3:19])[C:13]=3[O:12][C:11]2([CH3:34])[CH3:33])=[CH:6][CH:5]=1)([CH3:3])[CH3:2]. The catalyst is CCCCCC. The product is [CH:1]([C:4]1[CH:5]=[CH:6][C:7]([CH:10]2[C:14]3[C:15]([CH3:32])=[C:16]([NH:21][CH2:22][C:23]4[CH:24]=[CH:25][C:26]([O:29][CH3:30])=[CH:27][CH:28]=4)[C:17]([CH3:20])=[C:18]([CH3:19])[C:13]=3[O:12][C:11]2([CH3:34])[CH3:33])=[CH:8][CH:9]=1)([CH3:3])[CH3:2]. The yield is 0.800. (6) The reactants are [OH:1][CH2:2][CH:3]1[C:31]2[C:26](=[CH:27][CH:28]=[CH:29][CH:30]=2)[O:25][C:5]2([CH2:10][CH2:9][N:8]([C:11]([C:13]3[CH:18]=[CH:17][C:16]([O:19][CH:20]([CH3:22])[CH3:21])=[C:15]([O:23][CH3:24])[CH:14]=3)=[O:12])[CH2:7][CH2:6]2)[CH2:4]1.[CH3:32]C(OI1(OC(C)=O)(OC(C)=O)OC(=O)C2C=CC=CC1=2)=O.C[Mg]Cl. The catalyst is ClCCl. The product is [OH:1][CH:2]([CH:3]1[C:31]2[C:26](=[CH:27][CH:28]=[CH:29][CH:30]=2)[O:25][C:5]2([CH2:10][CH2:9][N:8]([C:11]([C:13]3[CH:18]=[CH:17][C:16]([O:19][CH:20]([CH3:21])[CH3:22])=[C:15]([O:23][CH3:24])[CH:14]=3)=[O:12])[CH2:7][CH2:6]2)[CH2:4]1)[CH3:32]. The yield is 0.240. (7) The yield is 0.360. The catalyst is CCCCCCCC[N+](CCCCCCCC)(CCCCCCCC)C.[Cl-].CC1C=CC=CC=1C.C1C=CC([P]([Pd]([P](C2C=CC=CC=2)(C2C=CC=CC=2)C2C=CC=CC=2)([P](C2C=CC=CC=2)(C2C=CC=CC=2)C2C=CC=CC=2)[P](C2C=CC=CC=2)(C2C=CC=CC=2)C2C=CC=CC=2)(C2C=CC=CC=2)C2C=CC=CC=2)=CC=1. The reactants are Cl[C:2]1[C:19]2[CH:18]=[CH:17][C:16]3[C:7](=[CH:8][CH:9]=[C:10]4[C:15]=3[N:14]=[C:13]([CH3:20])[CH:12]=[C:11]4Cl)[C:6]=2[N:5]=[C:4]([CH3:22])[CH:3]=1.[C:23]1([C:32]2[CH:37]=[CH:36][CH:35]=[CH:34][CH:33]=2)[CH:28]=[CH:27][CH:26]=[C:25](B(O)O)[CH:24]=1.C(=O)([O-])[O-].[Na+].[Na+]. The product is [CH3:22][C:4]1[CH:3]=[C:2]([C:34]2[CH:35]=[CH:36][CH:37]=[C:32]([C:23]3[CH:28]=[CH:27][CH:26]=[CH:25][CH:24]=3)[CH:33]=2)[C:19]2[CH:18]=[CH:17][C:16]3[C:7]([C:6]=2[N:5]=1)=[CH:8][CH:9]=[C:10]1[C:15]=3[N:14]=[C:13]([CH3:20])[CH:12]=[C:11]1[C:25]1[CH:26]=[CH:27][CH:28]=[C:23]([C:32]2[CH:37]=[CH:36][CH:35]=[CH:34][CH:33]=2)[CH:24]=1. (8) The reactants are [C:1]([C:4]1[CH:5]=[CH:6][C:7]([N:12]2[CH:16]=[N:15][CH:14]=[N:13]2)=[C:8]([CH:11]=1)[C:9]#[N:10])(=[O:3])[CH3:2].[Cl:17][C:18]1[CH:19]=[C:20]([C:25](=[O:30])[C:26]([F:29])([F:28])[F:27])[CH:21]=[C:22]([Cl:24])[CH:23]=1.C(N(CCCC)CCCC)CCC.Cl. The catalyst is O.C1(C)C=CC=CC=1. The product is [Cl:17][C:18]1[CH:19]=[C:20]([C:25]([OH:30])([C:26]([F:27])([F:28])[F:29])[CH2:2][C:1]([C:4]2[CH:5]=[CH:6][C:7]([N:12]3[CH:16]=[N:15][CH:14]=[N:13]3)=[C:8]([CH:11]=2)[C:9]#[N:10])=[O:3])[CH:21]=[C:22]([Cl:24])[CH:23]=1. The yield is 0.560. (9) The reactants are [Br:1][C:2]1[C:6]2[S:7][C:8](C(O)=O)=[C:9]([CH:10]([CH2:20][CH2:21][CH2:22][CH2:23][CH2:24][CH2:25][CH3:26])[CH2:11][CH2:12][CH2:13][CH2:14][CH2:15][CH2:16][CH2:17][CH2:18][CH3:19])[C:5]=2[S:4][CH:3]=1.N1C2C(=CC=CC=2)C=CC=1.C(=O)=O. The catalyst is [Cu]. The product is [Br:1][C:2]1[C:6]2[S:7][CH:8]=[C:9]([CH:10]([CH2:20][CH2:21][CH2:22][CH2:23][CH2:24][CH2:25][CH3:26])[CH2:11][CH2:12][CH2:13][CH2:14][CH2:15][CH2:16][CH2:17][CH2:18][CH3:19])[C:5]=2[S:4][CH:3]=1. The yield is 0.890. (10) The reactants are [F:1][C:2]1[CH:7]=[CH:6][C:5]([NH:8][C:9]([C:11]2([C:14]([OH:16])=O)[CH2:13][CH2:12]2)=[O:10])=[CH:4][CH:3]=1.C(N(CC)CC)C.S(Cl)(Cl)=O.[NH2:28][C:29]1[C:44]([F:45])=[CH:43][C:32]([O:33][C:34]2[CH:39]=[CH:38][N:37]=[C:36]([C:40]([NH2:42])=[O:41])[CH:35]=2)=[C:31]([F:46])[CH:30]=1. The catalyst is O1CCCC1. The product is [NH2:42][C:40]([C:36]1[CH:35]=[C:34]([O:33][C:32]2[C:31]([F:46])=[CH:30][C:29]([NH:28][C:14]([C:11]3([C:9]([NH:8][C:5]4[CH:4]=[CH:3][C:2]([F:1])=[CH:7][CH:6]=4)=[O:10])[CH2:12][CH2:13]3)=[O:16])=[C:44]([F:45])[CH:43]=2)[CH:39]=[CH:38][N:37]=1)=[O:41]. The yield is 0.210.